Dataset: Forward reaction prediction with 1.9M reactions from USPTO patents (1976-2016). Task: Predict the product of the given reaction. (1) The product is: [F:1][C:2]1[CH:7]=[C:6]([N:8]2[C:16]3[CH:15]=[CH:14][CH:13]=[C:12]([OH:17])[C:11]=3[C:10]([CH3:25])=[CH:9]2)[CH:5]=[CH:4][C:3]=1[OH:26]. Given the reactants [F:1][C:2]1[CH:7]=[C:6]([N:8]2[C:16]3[C:11](=[C:12]([O:17]CC4C=CC=CC=4)[CH:13]=[CH:14][CH:15]=3)[C:10]([CH3:25])=[CH:9]2)[CH:5]=[CH:4][C:3]=1[OH:26], predict the reaction product. (2) Given the reactants [Cl:1][C:2]1[CH:3]=[C:4]([CH:27]=[C:28]([F:30])[CH:29]=1)[O:5][CH2:6][C:7]1[S:8][C:9]2[C:15]([C:16]3[CH:17]=[C:18]([CH:24]=[CH:25][CH:26]=3)[C:19]([O:21]CC)=[O:20])=[CH:14][CH:13]=[CH:12][C:10]=2[CH:11]=1.[Cl:31][C:32]1[CH:33]=[C:34]([CH:55]=[C:56]([F:58])[CH:57]=1)[O:35][CH2:36][C:37]1[S:38][C:39]2[C:45]([C:46]3[CH:47]=[C:48]([CH:52]=[CH:53][CH:54]=3)[C:49](O)=[O:50])=[CH:44][CH:43]=[CH:42][C:40]=2[CH:41]=1.[NH3:59], predict the reaction product. The product is: [Cl:1][C:2]1[CH:3]=[C:4]([CH:27]=[C:28]([F:30])[CH:29]=1)[O:5][CH2:6][C:7]1[S:8][C:9]2[C:15]([C:16]3[CH:17]=[C:18]([CH:24]=[CH:25][CH:26]=3)[C:19]([OH:21])=[O:20])=[CH:14][CH:13]=[CH:12][C:10]=2[CH:11]=1.[Cl:31][C:32]1[CH:33]=[C:34]([CH:55]=[C:56]([F:58])[CH:57]=1)[O:35][CH2:36][C:37]1[S:38][C:39]2[C:45]([C:46]3[CH:47]=[C:48]([CH:52]=[CH:53][CH:54]=3)[C:49]([NH2:59])=[O:50])=[CH:44][CH:43]=[CH:42][C:40]=2[CH:41]=1. (3) Given the reactants [CH2:1]([C:3]1[C:8](=[O:9])[N:7]2[N:10]=[CH:11][C:12]([C:13]3[CH:14]=[N:15][NH:16][CH:17]=3)=[C:6]2[NH:5][C:4]=1[CH3:18])[CH3:2].Cl[C:20]1[N:25]=[CH:24][CH:23]=[CH:22][N:21]=1.CN(C)CCN.C([O-])([O-])=O.[Cs+].[Cs+], predict the reaction product. The product is: [CH2:1]([C:3]1[C:8](=[O:9])[N:7]2[N:10]=[CH:11][C:12]([C:13]3[CH:14]=[N:15][N:16]([C:20]4[N:25]=[CH:24][CH:23]=[CH:22][N:21]=4)[CH:17]=3)=[C:6]2[NH:5][C:4]=1[CH3:18])[CH3:2]. (4) Given the reactants [Cl:1][C:2]1[CH:3]=[C:4]([S:8]([NH:11][C:12]2[CH:17]=[C:16]([CH3:18])[N:15]=[C:14]3[S:19][C:20]([C:30]([OH:32])=O)=[C:21]([C:22]4[CH:27]=[CH:26][CH:25]=[C:24]([O:28][CH3:29])[CH:23]=4)[C:13]=23)(=[O:10])=[O:9])[CH:5]=[CH:6][CH:7]=1.C(Cl)(=O)C(Cl)=O.[CH3:39][NH2:40].C([O-])(O)=O.[Na+], predict the reaction product. The product is: [Cl:1][C:2]1[CH:3]=[C:4]([S:8]([NH:11][C:12]2[CH:17]=[C:16]([CH3:18])[N:15]=[C:14]3[S:19][C:20]([C:30]([NH:40][CH3:39])=[O:32])=[C:21]([C:22]4[CH:27]=[CH:26][CH:25]=[C:24]([O:28][CH3:29])[CH:23]=4)[C:13]=23)(=[O:9])=[O:10])[CH:5]=[CH:6][CH:7]=1. (5) The product is: [CH2:38]([C:41]1[CH:42]=[C:43]([CH2:44][NH:45][C:31](=[O:33])[C:30]2[CH:34]=[CH:35][CH:36]=[N:37][C:29]=2[NH2:28])[CH:46]=[CH:47][CH:48]=1)[CH2:39][CH3:40]. Given the reactants CN([P+](ON1N=NC2C=CC=CC1=2)(N(C)C)N(C)C)C.F[P-](F)(F)(F)(F)F.[NH2:28][C:29]1[N:37]=[CH:36][CH:35]=[CH:34][C:30]=1[C:31]([OH:33])=O.[CH2:38]([C:41]1[CH:42]=[C:43]([CH:46]=[CH:47][CH:48]=1)[CH2:44][NH2:45])[CH2:39][CH3:40].C(=O)(O)[O-].[Na+], predict the reaction product. (6) The product is: [CH3:15][O:17][C:8](=[O:13])[C:7]1[CH:10]=[CH:11][CH:12]=[C:5]([C:1](=[O:4])[CH2:2][CH3:3])[CH:6]=1. Given the reactants [C:1]([C:5]1[CH:6]=[C:7]([CH:10]=[CH:11][CH:12]=1)[C:8]#N)(=[O:4])[CH2:2][CH3:3].[OH-:13].[K+].[CH2:15]([OH:17])C, predict the reaction product. (7) The product is: [C:1]([O:5][C:6]([N:8]1[CH2:12][C@H:11]([F:13])[CH2:10][C@H:9]1[CH2:14][N:20]=[N+:21]=[N-:22])=[O:7])([CH3:4])([CH3:3])[CH3:2]. Given the reactants [C:1]([O:5][C:6]([N:8]1[CH2:12][C@H:11]([F:13])[CH2:10][C@H:9]1[CH2:14]OS(C)(=O)=O)=[O:7])([CH3:4])([CH3:3])[CH3:2].[N-:20]=[N+:21]=[N-:22].[Na+], predict the reaction product. (8) Given the reactants [CH3:1][O:2][C:3](=[O:39])[NH:4][C@H:5]([C:9]([N:11]1[CH2:15][CH2:14][CH2:13][C@H:12]1[C:16]1[NH:17][CH:18]=[C:19]([C:21]2[CH:26]=[CH:25][C:24]([C:27]3[CH:32]=[CH:31][C:30]([NH2:33])=[CH:29][C:28]=3[O:34][C:35]([F:38])([F:37])[F:36])=[CH:23][CH:22]=2)[N:20]=1)=[O:10])[CH:6]([CH3:8])[CH3:7].Cl[C:41](OC1C=CC([N+]([O-])=O)=CC=1)=[O:42].Cl.Cl.[CH:55]1([C:58]([N:60]2[CH2:65][CH2:64][CH:63]([N:66]3[CH2:71][CH2:70][NH:69][CH2:68][C@@H:67]3[CH3:72])[CH2:62][CH2:61]2)=[O:59])[CH2:57][CH2:56]1.CCN(C(C)C)C(C)C, predict the reaction product. The product is: [CH3:1][O:2][C:3](=[O:39])[NH:4][C@H:5]([C:9]([N:11]1[CH2:15][CH2:14][CH2:13][C@H:12]1[C:16]1[NH:17][CH:18]=[C:19]([C:21]2[CH:22]=[CH:23][C:24]([C:27]3[CH:32]=[CH:31][C:30]([NH:33][C:41]([N:69]4[CH2:70][CH2:71][N:66]([CH:63]5[CH2:64][CH2:65][N:60]([C:58]([CH:55]6[CH2:56][CH2:57]6)=[O:59])[CH2:61][CH2:62]5)[C@@H:67]([CH3:72])[CH2:68]4)=[O:42])=[CH:29][C:28]=3[O:34][C:35]([F:38])([F:36])[F:37])=[CH:25][CH:26]=2)[N:20]=1)=[O:10])[CH:6]([CH3:8])[CH3:7]. (9) Given the reactants Cl[CH:2](Cl)[O:3][C:4]1[CH:9]=[CH:8][CH:7]=[CH:6][CH:5]=1.[CH3:11][S:12]([NH2:15])(=[O:14])=[O:13].[C:16](=[O:19])([O-])O.[Na+], predict the reaction product. The product is: [CH3:11][S:12]([NH:15][CH:2]([O:19][C:16]1[CH:8]=[CH:9][CH:4]=[CH:5][CH:6]=1)[O:3][C:4]1[CH:9]=[CH:8][CH:7]=[CH:6][CH:5]=1)(=[O:14])=[O:13]. (10) Given the reactants Cl[C:2]1[C:7]([C:8]2[CH:9]=[C:10]3[C:14](=[CH:15][CH:16]=2)[N:13]([CH2:17][O:18][CH2:19][CH2:20][Si:21]([CH3:24])([CH3:23])[CH3:22])[N:12]=[CH:11]3)=[CH:6][CH:5]=[CH:4][N:3]=1.Br[C:26]1[CH:31]=[CH:30][C:29]([F:32])=[CH:28][N:27]=1, predict the reaction product. The product is: [F:32][C:29]1[CH:30]=[CH:31][C:26]([C:2]2[C:7]([C:8]3[CH:9]=[C:10]4[C:14](=[CH:15][CH:16]=3)[N:13]([CH2:17][O:18][CH2:19][CH2:20][Si:21]([CH3:24])([CH3:23])[CH3:22])[N:12]=[CH:11]4)=[CH:6][CH:5]=[CH:4][N:3]=2)=[N:27][CH:28]=1.